This data is from Full USPTO retrosynthesis dataset with 1.9M reactions from patents (1976-2016). The task is: Predict the reactants needed to synthesize the given product. (1) Given the product [C:23]([O:22][C:20]([NH:19][C:16]1[CH:17]=[CH:18][C:13]([C:11]2[N:10]([C:27]3[CH:32]=[N:31][CH:30]=[CH:29][N:28]=3)[N:9]=[C:8]([C:6]([OH:7])=[O:5])[CH:12]=2)=[N:14][CH:15]=1)=[O:21])([CH3:26])([CH3:24])[CH3:25], predict the reactants needed to synthesize it. The reactants are: [OH-].[Na+].C([O:5][C:6]([C:8]1[CH:12]=[C:11]([C:13]2[CH:18]=[CH:17][C:16]([NH:19][C:20]([O:22][C:23]([CH3:26])([CH3:25])[CH3:24])=[O:21])=[CH:15][N:14]=2)[N:10]([C:27]2[CH:32]=[N:31][CH:30]=[CH:29][N:28]=2)[N:9]=1)=[O:7])C. (2) Given the product [F:16][C:17]1[CH:18]=[C:19]([C:3]2[CH:4]=[C:5]3[C:15]4[C:10](=[N:11][CH:12]=[CH:13][CH:14]=4)[NH:9][C:6]3=[CH:7][N:8]=2)[CH:20]=[N:21][CH:22]=1, predict the reactants needed to synthesize it. The reactants are: CS[C:3]1[CH:4]=[C:5]2[C:15]3[C:10](=[N:11][CH:12]=[CH:13][CH:14]=3)[NH:9][C:6]2=[CH:7][N:8]=1.[F:16][C:17]1[CH:18]=[C:19](B(O)O)[CH:20]=[N:21][CH:22]=1.CN(C=O)C. (3) Given the product [C:36]12([NH:41][C:29]([C:28]3[CH:27]=[C:26]([C:18]4[C:19]([CH2:21][C:22]([O:24][CH3:25])=[O:23])=[CH:20][C:10]5[O:9][C:8]([C:5]6[CH:4]=[CH:3][C:2]([F:1])=[CH:7][CH:6]=6)=[C:12]([C:13](=[O:16])[NH:14][CH3:15])[C:11]=5[CH:17]=4)[CH:34]=[CH:33][CH:32]=3)=[O:30])[CH2:40][CH:38]([CH2:39]1)[CH2:37]2, predict the reactants needed to synthesize it. The reactants are: [F:1][C:2]1[CH:7]=[CH:6][C:5]([C:8]2[O:9][C:10]3[CH:20]=[C:19]([CH2:21][C:22]([O:24][CH3:25])=[O:23])[C:18]([C:26]4[CH:27]=[C:28]([CH:32]=[CH:33][CH:34]=4)[C:29](O)=[O:30])=[CH:17][C:11]=3[C:12]=2[C:13](=[O:16])[NH:14][CH3:15])=[CH:4][CH:3]=1.Cl.[C:36]12([NH2:41])[CH2:40][CH:38]([CH2:39]1)[CH2:37]2.CCN(C(C)C)C(C)C.F[P-](F)(F)(F)(F)F.N1(OC(N(C)C)=[N+](C)C)C2N=CC=CC=2N=N1. (4) Given the product [CH3:1][Si:2]([CH3:4])([CH3:3])[C:5]1[C:7]2[C:22]([C:21]([Si:2]([CH3:4])([CH3:3])[CH3:1])=[C:20]3[C:6]=1[C:12]1[CH:13]=[CH:14][CH:15]=[CH:16][C:17]=1[CH:18]=[CH:19]3)=[C:23]1[C:24]([C:31]#[CH:32])=[CH:25][CH:26]=[CH:27][C:10]1=[CH:9][CH:8]=2, predict the reactants needed to synthesize it. The reactants are: [CH3:1][Si:2]([C:5]#[CH:6])([CH3:4])[CH3:3].[CH2:7]([Li])[CH2:8][CH2:9][CH3:10].[CH:12]1[C:17]2=[C:18]3[C:27](=CC=[C:16]2[CH:15]=[CH:14][CH:13]=1)[C:26](=O)[C:25]1[C:20](=[CH:21][CH:22]=[C:23]2C=C[CH:32]=[CH:31][C:24]2=1)[C:19]3=O.[Sn](Cl)Cl. (5) Given the product [CH3:1][O:2][C:3]([C:5]1[CH:14]=[CH:13][C:12]2[C:7](=[CH:8][CH:9]=[C:10]([O:42][CH3:43])[C:11]=2[CH2:15][N:16]2[C:22](=[O:23])[C@@H:21]([NH:24][C:25](=[O:37])[C@@H:26]([N:28]([C:30]([O:32][C:33]([CH3:35])([CH3:36])[CH3:34])=[O:31])[CH3:29])[CH3:27])[CH2:20][N:19]([C:65](=[O:66])[CH2:64][CH2:63][CH2:62][NH:61][C:59]([O:58][CH2:57][CH:55]3[C:54]4[CH:53]=[CH:52][CH:51]=[CH:50][C:49]=4[C:48]4[C:56]3=[CH:44][CH:45]=[CH:46][CH:47]=4)=[O:60])[C:18]3[CH:38]=[CH:39][CH:40]=[CH:41][C:17]2=3)[CH:6]=1)=[O:4], predict the reactants needed to synthesize it. The reactants are: [CH3:1][O:2][C:3]([C:5]1[CH:14]=[CH:13][C:12]2[C:7](=[CH:8][CH:9]=[C:10]([O:42][CH3:43])[C:11]=2[CH2:15][N:16]2[C:22](=[O:23])[C@@H:21]([NH:24][C:25](=[O:37])[C@@H:26]([N:28]([C:30]([O:32][C:33]([CH3:36])([CH3:35])[CH3:34])=[O:31])[CH3:29])[CH3:27])[CH2:20][NH:19][C:18]3[CH:38]=[CH:39][CH:40]=[CH:41][C:17]2=3)[CH:6]=1)=[O:4].[CH:44]1[C:56]2[CH:55]([CH2:57][O:58][C:59]([NH:61][CH2:62][CH2:63][CH2:64][C:65](O)=[O:66])=[O:60])[C:54]3[C:49](=[CH:50][CH:51]=[CH:52][CH:53]=3)[C:48]=2[CH:47]=[CH:46][CH:45]=1.O=P(Cl)(Cl)Cl.